From a dataset of Forward reaction prediction with 1.9M reactions from USPTO patents (1976-2016). Predict the product of the given reaction. (1) Given the reactants [F:1][C:2]1([F:11])[O:6][C:5]2[CH:7]=[CH:8][CH:9]=[CH:10][C:4]=2[O:3]1.[Li]C(CC)C.C[O:18]B(OC)OC.O.[OH-].[Na+], predict the reaction product. The product is: [F:11][C:2]1([F:1])[O:3][C:4]2[CH:10]=[CH:9][CH:8]=[C:7]([OH:18])[C:5]=2[O:6]1. (2) Given the reactants [C:1]([C:3]1[CH:10]=[CH:9][C:6]([CH:7]=O)=[CH:5][CH:4]=1)#[CH:2].[NH2:11][C@@H:12]1[CH2:16][CH2:15][O:14][CH2:13]1, predict the reaction product. The product is: [C:1]([C:3]1[CH:10]=[CH:9][C:6]([CH2:7][NH:11][C@@H:12]2[CH2:16][CH2:15][O:14][CH2:13]2)=[CH:5][CH:4]=1)#[CH:2]. (3) Given the reactants [OH:1][C:2]1[CH:11]=[CH:10][C:9]([O:12][C:13]([F:16])([F:15])[F:14])=[CH:8][C:3]=1[CH2:4]N(C)C.[C:17]([O:20]C(=O)C)(=[O:19])[CH3:18].C[OH:25].[C:26]1([CH3:32])C=CC=CC=1, predict the reaction product. The product is: [C:17]([O:20][CH2:4][C:3]1[CH:8]=[C:9]([O:12][C:13]([F:16])([F:15])[F:14])[CH:10]=[CH:11][C:2]=1[O:1][C:26](=[O:25])[CH3:32])(=[O:19])[CH3:18]. (4) Given the reactants [N:1]1[C:10]2[C:5](=[CH:6][CH:7]=[CH:8][CH:9]=2)[CH:4]=[CH:3][C:2]=1[NH:11][CH:12]1[CH2:17][CH2:16][CH:15]([NH2:18])[CH2:14][CH2:13]1.[S:19]1[CH:23]=[CH:22][C:21]([CH:24]=O)=[CH:20]1, predict the reaction product. The product is: [N:1]1[C:10]2[C:5](=[CH:6][CH:7]=[CH:8][CH:9]=2)[CH:4]=[CH:3][C:2]=1[NH:11][CH:12]1[CH2:13][CH2:14][CH:15]([NH:18][CH2:24][C:21]2[CH:22]=[CH:23][S:19][CH:20]=2)[CH2:16][CH2:17]1.